This data is from Full USPTO retrosynthesis dataset with 1.9M reactions from patents (1976-2016). The task is: Predict the reactants needed to synthesize the given product. (1) Given the product [CH:1]1([CH:4]([C:6]2[CH:11]=[CH:10][CH:9]=[CH:8][C:7]=2[F:12])[NH:5][C:23]([C:20]2[CH:21]=[C:22]3[C:17](=[CH:18][CH:19]=2)[NH:16][N:15]=[C:14]3[I:13])=[O:24])[CH2:2][CH2:3]1, predict the reactants needed to synthesize it. The reactants are: [CH:1]1([CH:4]([C:6]2[CH:11]=[CH:10][CH:9]=[CH:8][C:7]=2[F:12])[NH2:5])[CH2:3][CH2:2]1.[I:13][C:14]1[C:22]2[C:17](=[CH:18][CH:19]=[C:20]([C:23](N)=[O:24])[CH:21]=2)[NH:16][N:15]=1.CN(C(ON1N=NC2C=CC=CC1=2)=[N+](C)C)C.[B-](F)(F)(F)F.CCN(C(C)C)C(C)C. (2) Given the product [NH4+:6].[OH-:9].[NH2:24][CH2:23][CH2:22][NH:25][C:2]1[N:7]=[N:6][C:5]([C:8]([NH2:10])=[O:9])=[C:4]([NH:11][C:12]2[CH:17]=[CH:16][CH:15]=[C:14]([C:18]([OH:21])([CH3:20])[CH3:19])[N:13]=2)[CH:3]=1, predict the reactants needed to synthesize it. The reactants are: Cl[C:2]1[N:7]=[N:6][C:5]([C:8]([NH2:10])=[O:9])=[C:4]([NH:11][C:12]2[CH:17]=[CH:16][CH:15]=[C:14]([C:18]([OH:21])([CH3:20])[CH3:19])[N:13]=2)[CH:3]=1.[CH2:22]([NH2:25])[CH2:23][NH2:24].